This data is from Full USPTO retrosynthesis dataset with 1.9M reactions from patents (1976-2016). The task is: Predict the reactants needed to synthesize the given product. Given the product [CH2:1]([N:3]1[CH2:7][CH2:6][C@H:5]([CH2:8][C:9]2[CH:14]=[C:13]([F:15])[CH:12]=[CH:11][C:10]=2[S:16]([Cl:19])(=[O:17])=[O:18])[CH2:4]1)[CH3:2], predict the reactants needed to synthesize it. The reactants are: [CH2:1]([N:3]1[CH2:7][CH2:6][C@@H:5]([CH2:8][C:9]2[CH:14]=[C:13]([F:15])[CH:12]=[CH:11][C:10]=2[S:16]([Cl:19])(=[O:18])=[O:17])[CH2:4]1)[CH3:2].C(N1CC[C@H](CC2C=CC=C(F)C=2)C1)C.